This data is from Forward reaction prediction with 1.9M reactions from USPTO patents (1976-2016). The task is: Predict the product of the given reaction. Given the reactants [NH:1]=[C:2](OC)[C:3]1[CH:4]=[CH:5][C:6]2[O:10][C:9]3[CH:11]=[C:12]([S:15]([NH:18][C@@H:19]([CH:24]([CH3:26])[CH3:25])[C:20]([O:22][CH3:23])=[O:21])(=[O:17])=[O:16])[CH:13]=[CH:14][C:8]=3[C:7]=2[CH:27]=1.[CH:30]([NH2:33])([CH3:32])[CH3:31], predict the reaction product. The product is: [CH:30]([NH:33][C:2]([C:3]1[CH:4]=[CH:5][C:6]2[O:10][C:9]3[CH:11]=[C:12]([S:15]([NH:18][C@@H:19]([CH:24]([CH3:25])[CH3:26])[C:20]([O:22][CH3:23])=[O:21])(=[O:17])=[O:16])[CH:13]=[CH:14][C:8]=3[C:7]=2[CH:27]=1)=[NH:1])([CH3:32])[CH3:31].